Dataset: Forward reaction prediction with 1.9M reactions from USPTO patents (1976-2016). Task: Predict the product of the given reaction. (1) Given the reactants [Cl:1][C:2]1[CH:7]=[CH:6][CH:5]=[CH:4][C:3]=1[Zn]I.[N+:10]([C:13]1[CH:20]=[CH:19][C:18]([F:21])=[CH:17][C:14]=1[CH:15]=[O:16])([O-:12])=[O:11].C[Si](Cl)(C)C.Cl, predict the reaction product. The product is: [N+:10]([C:13]1[CH:20]=[CH:19][C:18]([F:21])=[CH:17][C:14]=1[C:15]([C:3]1[CH:4]=[CH:5][CH:6]=[CH:7][C:2]=1[Cl:1])=[O:16])([O-:12])=[O:11]. (2) Given the reactants [OH-].[K+:2].[O:3]=[C:4]([OH:16])[C@@H:5]([C@H:7]([C@@H:9]([C@@H:11]([C:13]([O-:15])=[O:14])[OH:12])[OH:10])[OH:8])[OH:6].[K+], predict the reaction product. The product is: [O:3]=[C:4]([O-:16])[C@@H:5]([C@H:7]([C@@H:9]([C@@H:11]([C:13]([O-:15])=[O:14])[OH:12])[OH:10])[OH:8])[OH:6].[K+:2].[K+:2]. (3) Given the reactants [Cl:1][C:2]1[CH:7]=[CH:6][C:5]([C@H:8]2[CH2:13][CH2:12][N:11](C)[CH2:10][C@H:9]2[C:15]([O:17][CH3:18])=[O:16])=[CH:4][CH:3]=1.ClC(OC(Cl)C)=O.C(N(CC)CC)C.[C:41](O[C:41]([O:43][C:44]([CH3:47])([CH3:46])[CH3:45])=[O:42])([O:43][C:44]([CH3:47])([CH3:46])[CH3:45])=[O:42], predict the reaction product. The product is: [Cl:1][C:2]1[CH:7]=[CH:6][C:5]([C@H:8]2[CH2:13][CH2:12][N:11]([C:41]([O:43][C:44]([CH3:45])([CH3:46])[CH3:47])=[O:42])[CH2:10][C@H:9]2[C:15]([O:17][CH3:18])=[O:16])=[CH:4][CH:3]=1. (4) The product is: [CH3:1][O:2][C:3]1[C:13]2[CH:12]=[C:11]([C:14]([O:16][CH3:17])=[O:15])[CH2:10][CH2:9][NH:8][C:7]=2[N:6]=[CH:5][N:4]=1. Given the reactants [CH3:1][O:2][C:3]1[C:13]2[CH:12]=[C:11]([C:14]([O:16][CH3:17])=[O:15])[CH2:10][CH2:9][N:8](CC3C=CC(OC)=CC=3)[C:7]=2[N:6]=[CH:5][N:4]=1.FC(F)(F)C(O)=O, predict the reaction product. (5) Given the reactants C[O-].[Na+].Br[CH2:5][C:6]1[C:7]([N+:16]([O-:18])=[O:17])=[C:8]([CH:13]=[CH:14][CH:15]=1)[C:9]([O:11][CH3:12])=[O:10].[O:19]1CCOC[CH2:20]1.Cl, predict the reaction product. The product is: [CH3:20][O:19][CH2:5][C:6]1[C:7]([N+:16]([O-:18])=[O:17])=[C:8]([CH:13]=[CH:14][CH:15]=1)[C:9]([O:11][CH3:12])=[O:10].